Dataset: Full USPTO retrosynthesis dataset with 1.9M reactions from patents (1976-2016). Task: Predict the reactants needed to synthesize the given product. (1) The reactants are: C(OC([NH:8][CH:9]1[CH2:16][C@@H:15]2[N:17]([CH2:18][C:19]3[NH:24][C:23]([C:25]4[S:26][CH:27]=[CH:28][N:29]=4)=[N:22][C@@H:21]([C:30]4[CH:35]=[CH:34][C:33]([F:36])=[CH:32][C:31]=4[Cl:37])[C:20]=3[C:38]([O:40][CH3:41])=[O:39])[C@@H:11]([CH2:12][O:13][CH2:14]2)[CH2:10]1)=O)(C)(C)C.C(O)(C(F)(F)F)=O. Given the product [NH2:8][CH:9]1[CH2:10][C@@H:11]2[N:17]([CH2:18][C:19]3[NH:24][C:23]([C:25]4[S:26][CH:27]=[CH:28][N:29]=4)=[N:22][C@@H:21]([C:30]4[CH:35]=[CH:34][C:33]([F:36])=[CH:32][C:31]=4[Cl:37])[C:20]=3[C:38]([O:40][CH3:41])=[O:39])[C@@H:15]([CH2:14][O:13][CH2:12]2)[CH2:16]1, predict the reactants needed to synthesize it. (2) Given the product [O:14]1[CH:15]=[CH:16][CH:17]=[C:13]1[CH2:12][S:11][C:10]1[C:6]([CH2:20][S:21][CH2:22][C:23]2[O:24][CH:25]=[CH:26][CH:27]=2)([CH2:4][OH:3])[O:7][C:8](=[O:19])[C:9]=1[OH:18], predict the reactants needed to synthesize it. The reactants are: C([O:3][C:4]([C:6]1([CH2:20][S:21][CH2:22][C:23]2[O:24][CH:25]=[CH:26][CH:27]=2)[C:10]([S:11][CH2:12][C:13]2[O:14][CH:15]=[CH:16][CH:17]=2)=[C:9]([OH:18])[C:8](=[O:19])[O:7]1)=O)C.[Li+].[BH4-].O.Cl. (3) Given the product [OH:6][C:7]1[C:12]2[O:13][C:14]3[CH:19]=[CH:18][CH:17]=[CH:16][C:15]=3[C:11]=2[C:10]([CH:20]=[O:21])=[CH:9][CH:8]=1, predict the reactants needed to synthesize it. The reactants are: C1([O:6][C:7]2[C:12]3[O:13][C:14]4[CH:19]=[CH:18][CH:17]=[CH:16][C:15]=4[C:11]=3[C:10]([CH:20]=[O:21])=[CH:9][CH:8]=2)CCCC1. (4) Given the product [CH2:36]([O:35][C:33]([C:25]1[C:26]2[CH2:31][CH2:30][N:29]([C:2]3[CH:3]=[CH:4][C:5]([C:8]4([C:9]([OH:11])=[O:10])[CH2:12][CH2:14]4)=[CH:6][CH:7]=3)[C:28](=[O:32])[C:27]=2[N:23]([C:20]2[CH:19]=[CH:18][C:17]([O:16][CH3:15])=[CH:22][CH:21]=2)[N:24]=1)=[O:34])[CH3:37], predict the reactants needed to synthesize it. The reactants are: I[C:2]1[CH:7]=[CH:6][C:5]([CH:8]([CH:12]2[CH2:14]C2)[C:9]([OH:11])=[O:10])=[CH:4][CH:3]=1.[CH3:15][O:16][C:17]1[CH:22]=[CH:21][C:20]([N:23]2[C:27]3[C:28](=[O:32])[NH:29][CH2:30][CH2:31][C:26]=3[C:25]([C:33]([O:35][CH2:36][CH3:37])=[O:34])=[N:24]2)=[CH:19][CH:18]=1.C([O-])([O-])=O.[K+].[K+].N1C2C(=CC=C3C=2N=CC=C3)C=CC=1.Cl. (5) Given the product [OH:7][CH:2]([CH3:1])[CH2:3][CH2:4][CH2:5][CH:6]([NH:13][CH3:12])[C:9]#[N:10], predict the reactants needed to synthesize it. The reactants are: [CH3:1][CH:2]1[O:7][CH:6](O)[CH2:5][CH2:4][CH2:3]1.[CH3:9][NH2:10].Cl.[CH3:12][NH2:13].[C-]#N.[Na+]. (6) Given the product [Cl:1][C:2]1[CH:7]=[C:6]([F:8])[CH:5]=[CH:4][C:3]=1[O:9][CH2:11][CH2:12][O:13][CH3:14], predict the reactants needed to synthesize it. The reactants are: [Cl:1][C:2]1[CH:7]=[C:6]([F:8])[CH:5]=[CH:4][C:3]=1[OH:9].Br[CH2:11][CH2:12][O:13][CH3:14].C(=O)([O-])[O-].[K+].[K+].O. (7) Given the product [C:1]([O:5][C:6](=[O:29])[NH:7][C@@H:8]1[CH2:13][CH2:12][CH2:11][N:10]([C:14]([C:15]2[CH:16]=[C:17]([O:26][CH3:27])[C:18]3[N:24]([CH3:25])[C:41]([C:33]4[N:32]([CH2:30][CH3:31])[C:36]5=[N:37][CH:38]=[CH:39][CH:40]=[C:35]5[CH:34]=4)=[N:21][C:19]=3[CH:20]=2)=[O:28])[CH2:9]1)([CH3:4])([CH3:3])[CH3:2], predict the reactants needed to synthesize it. The reactants are: [C:1]([O:5][C:6](=[O:29])[NH:7][C@@H:8]1[CH2:13][CH2:12][CH2:11][N:10]([C:14](=[O:28])[C:15]2[CH:20]=[C:19]([N+:21]([O-])=O)[C:18]([NH:24][CH3:25])=[C:17]([O:26][CH3:27])[CH:16]=2)[CH2:9]1)([CH3:4])([CH3:3])[CH3:2].[CH2:30]([N:32]1[C:36]2=[N:37][CH:38]=[CH:39][CH:40]=[C:35]2[CH:34]=[C:33]1[CH:41]=O)[CH3:31].S(S([O-])=O)([O-])=O.[Na+].[Na+].